Task: Predict the reactants needed to synthesize the given product.. Dataset: Full USPTO retrosynthesis dataset with 1.9M reactions from patents (1976-2016) (1) The reactants are: C(OC(NCC[N:11]([C:19]1[CH:24]=[CH:23][C:22]([C:25]2[CH:30]=[CH:29][CH:28]=[CH:27][CH:26]=2)=[CH:21][CH:20]=1)[CH2:12][C:13]1[N:14]([CH3:18])C=NC=1)=O)(C)(C)C.[C:31](O)([C:33](F)(F)F)=O.[CH2:38](Cl)Cl.[CH3:41][N:42]1[CH:46]=[C:45]([S:47](Cl)(=[O:49])=[O:48])[N:44]=[CH:43]1.CCN([CH:57]([CH3:59])[CH3:58])C(C)C.S(Cl)(Cl)(=O)=O. Given the product [CH2:18]([N:14]([CH2:13][CH2:12][NH:11][C:19]1[CH:20]=[CH:21][C:22]([C:25]2[CH:26]=[CH:27][CH:28]=[CH:29][CH:30]=2)=[CH:23][CH:24]=1)[S:47]([C:45]1[N:44]=[CH:43][N:42]([CH3:41])[CH:46]=1)(=[O:49])=[O:48])[C:33]1[CH:31]=[CH:58][CH:57]=[CH:59][CH:38]=1, predict the reactants needed to synthesize it. (2) The reactants are: C(OC([NH:11][C:12]1([PH:20]([NH:22][C:23](=[O:32])[CH:24]=[CH:25][C:26]2[CH:31]=[CH:30][CH:29]=[CH:28][CH:27]=2)=[O:21])[CH2:17][CH2:16][CH2:15][N:14]([NH2:18])[C:13]1=[O:19])=O)C1C=CC=CC=1. Given the product [NH2:11][C:12]1([PH:20]([NH:22][C:23](=[O:32])[CH2:24][CH2:25][C:26]2[CH:31]=[CH:30][CH:29]=[CH:28][CH:27]=2)=[O:21])[CH2:17][CH2:16][CH2:15][N:14]([NH2:18])[C:13]1=[O:19], predict the reactants needed to synthesize it. (3) Given the product [CH3:20][N:19]1[CH2:21][CH2:22][N:1]([C:2]2[S:3][C:4]([CH:7]=[O:8])=[CH:5][N:6]=2)[CH2:17][CH2:18]1, predict the reactants needed to synthesize it. The reactants are: [NH2:1][C:2]1[S:3][C:4]([CH:7]=[O:8])=[CH:5][N:6]=1.C([O-])([O-])=O.[K+].[K+].Cl.Cl[CH2:17][CH2:18][N:19]([CH2:21][CH2:22]Cl)[CH3:20]. (4) Given the product [CH:5]1([CH2:11][CH2:12][CH2:13][CH2:14][NH:15][C:16]([C:18]2[N:19]=[C:20]([CH:23]3[CH:24]([CH2:30][C:31]4[CH:36]=[C:35]([F:37])[CH:34]=[CH:33][C:32]=4[CH2:38][CH2:39][C:40](=[O:42])[NH:59][CH2:58][CH2:56][OH:57])[CH:25]4[O:29][CH:28]3[CH2:27][CH2:26]4)[O:21][CH:22]=2)=[O:17])[CH2:6][CH2:7][CH2:8][CH2:9][CH2:10]1, predict the reactants needed to synthesize it. The reactants are: ClC(Cl)C.[CH:5]1([CH2:11][CH2:12][CH2:13][CH2:14][NH:15][C:16]([C:18]2[N:19]=[C:20]([C@@H:23]3[CH:28]4[O:29][C@@H:25]([CH2:26][CH2:27]4)[C@@H:24]3[CH2:30][C:31]3[CH:36]=[C:35]([F:37])[CH:34]=[CH:33][C:32]=3[CH2:38][CH2:39][C:40]([OH:42])=O)[O:21][CH:22]=2)=[O:17])[CH2:10][CH2:9][CH2:8][CH2:7][CH2:6]1.C(N(CC)CC)C.ClC(OCC)=O.[CH2:56]([CH2:58][NH2:59])[OH:57]. (5) The reactants are: [CH3:1][N:2]1[C:6]([C:7]2[CH:8]=[C:9]([C:13]([OH:15])=O)[S:10][C:11]=2[CH3:12])=[C:5]([CH3:16])[CH:4]=[N:3]1.[NH2:17][C@@H:18]([CH2:31][C:32]1[CH:37]=[CH:36][C:35]([F:38])=[CH:34][CH:33]=1)[CH2:19][N:20]1[C:28](=[O:29])[C:27]2[C:22](=[CH:23][CH:24]=[CH:25][CH:26]=2)[C:21]1=[O:30].CC(OC(N[C@H](C(O)=O)CC1C=CC=CC=1C(F)(F)F)=O)(C)C.C1CN([P+](Br)(N2CCCC2)N2CCCC2)CC1.F[P-](F)(F)(F)(F)F.CCN(C(C)C)C(C)C. Given the product [CH3:1][N:2]1[C:6]([C:7]2[CH:8]=[C:9]([C:13]([NH:17][C@@H:18]([CH2:31][C:32]3[CH:33]=[CH:34][C:35]([F:38])=[CH:36][CH:37]=3)[CH2:19][N:20]3[C:28](=[O:29])[C:27]4[C:22](=[CH:23][CH:24]=[CH:25][CH:26]=4)[C:21]3=[O:30])=[O:15])[S:10][C:11]=2[CH3:12])=[C:5]([CH3:16])[CH:4]=[N:3]1, predict the reactants needed to synthesize it.